Dataset: Full USPTO retrosynthesis dataset with 1.9M reactions from patents (1976-2016). Task: Predict the reactants needed to synthesize the given product. (1) Given the product [C:1]([C:3]1[CH:4]=[C:5]([NH:9][C:10]2[C:19]3[C:14](=[CH:15][C:16]([O:21][CH3:22])=[C:17]([NH:20][C:41](=[O:42])/[CH:40]=[CH:39]/[CH2:38][N:36]4[CH2:37][C@H:33]5[O:32][CH2:31][CH2:30][O:29][C@H:34]5[CH2:35]4)[CH:18]=3)[N:13]=[CH:12][N:11]=2)[CH:6]=[CH:7][CH:8]=1)#[CH:2], predict the reactants needed to synthesize it. The reactants are: [C:1]([C:3]1[CH:4]=[C:5]([NH:9][C:10]2[C:19]3[C:14](=[CH:15][C:16]([O:21][CH3:22])=[C:17]([NH2:20])[CH:18]=3)[N:13]=[CH:12][N:11]=2)[CH:6]=[CH:7][CH:8]=1)#[CH:2].C(=O)([O-])[O-].[Na+].[Na+].[O:29]1[C@H:34]2[CH2:35][N:36]([CH2:38]/[CH:39]=[CH:40]/[C:41](Cl)=[O:42])[CH2:37][C@H:33]2[O:32][CH2:31][CH2:30]1.O. (2) Given the product [ClH:18].[NH2:13][CH2:12][CH2:11][CH:4]1[C:5]2[C:10](=[CH:9][CH:8]=[CH:7][CH:6]=2)[N:2]([CH3:1])[C:3]1=[O:16], predict the reactants needed to synthesize it. The reactants are: [CH3:1][N:2]1[C:10]2[C:5](=[CH:6][CH:7]=[CH:8][CH:9]=2)[C:4]([CH2:11][CH2:12][NH2:13])=[CH:3]1.CS(C)=[O:16].[ClH:18]. (3) Given the product [F:3][C:4]1([C:11]([OH:13])=[O:12])[CH:9]2[CH:5]1[CH2:6][CH2:7][C:8]2=[O:10], predict the reactants needed to synthesize it. The reactants are: [OH-].[Na+].[F:3][C:4]1([C:11]([O:13]CC)=[O:12])[CH:9]2[CH:5]1[CH2:6][CH2:7][C:8]2=[O:10].Cl. (4) Given the product [CH2:12]([CH:20]([CH2:24][CH2:25][CH2:26][CH2:27][CH2:28][CH2:29][CH2:30][CH2:31][CH2:32][CH3:33])[C:21]([O:11][CH2:1][CH2:2][CH2:3][CH2:4][CH2:5][CH2:6][CH2:7][CH2:8][CH2:9][OH:10])=[O:22])[CH2:13][CH2:14][CH2:15][CH2:16][CH2:17][CH2:18][CH3:19], predict the reactants needed to synthesize it. The reactants are: [CH2:1]([OH:11])[CH2:2][CH2:3][CH2:4][CH2:5][CH2:6][CH2:7][CH2:8][CH2:9][OH:10].[CH2:12]([CH:20]([CH2:24][CH2:25][CH2:26][CH2:27][CH2:28][CH2:29][CH2:30][CH2:31][CH2:32][CH3:33])[C:21](O)=[O:22])[CH2:13][CH2:14][CH2:15][CH2:16][CH2:17][CH2:18][CH3:19].C1CCC(N=C=NC2CCCCC2)CC1. (5) Given the product [F:15][C:14]([F:17])([F:16])[CH:13]=[CH:12][CH2:11][CH:26]([S:23]([CH2:22][CH2:21][C:20]([F:19])([F:29])[F:30])(=[O:24])=[O:25])[C:27]#[N:28], predict the reactants needed to synthesize it. The reactants are: C1(C)C=CC(S(O[CH2:11][CH:12]=[CH:13][C:14]([F:17])([F:16])[F:15])(=O)=O)=CC=1.[F:19][C:20]([F:30])([F:29])[CH2:21][CH2:22][S:23]([CH2:26][C:27]#[N:28])(=[O:25])=[O:24].[H-].[Na+].Cl.